From a dataset of Experimentally validated miRNA-target interactions with 360,000+ pairs, plus equal number of negative samples. Binary Classification. Given a miRNA mature sequence and a target amino acid sequence, predict their likelihood of interaction. (1) The miRNA is hsa-miR-6752-3p with sequence UCCCUGCCCCCAUACUCCCAG. The protein sequence of the target gene is MEEDTDYRIRFSSLCFFNDHVGFHGTIKSSPSDFIVIEIDEQGQLVNKTIDEPIFKISEIQLEPNNFPKKPKLDLQNLSLEDGRNQEVHTLIKYTDGDQNHQSGSEKEDTIVDGTSKCEEKADVLSSFLDEKTHELLNNFACDVREKWLSKTELIGLPPEFSIGRILDKNQRASLHSAIRQKFPFLVTVGKNSEIVVKPNLEYKELCHLVSEEEAFDFFKYLDAKKENSKFTFKPDTNKDHRKAVHHFVNKKFGNLVETKSFSKMNCSAGNPNVVVTVRFREKAHKRGKRPLSECQEGKV.... Result: 0 (no interaction). (2) The miRNA is mmu-let-7g-5p with sequence UGAGGUAGUAGUUUGUACAGUU. The protein sequence of the target gene is MPAKTPIYLKAANNKKGKKFKLRDILSPDMISPPLGDFRHTIHIGKEGQHDVFGDISFLQGNYELLPGNQEKAHSGQFPGHNDFFRANSTSDSMFTETPSPVLKNAISLPTIGGSQALMLPLLSPVTFHSKQESFGRPKLPRLSCEPVMEEKVQEQSSLLENGAVHQGDTSWGSSGSGSQSSQGRDSHSSSLSEQSSDWPADDMFEHPASCELVKSKTKSEESFSDLTGSLLSLQLDLGPSLLDEVLNVMDKNK. Result: 0 (no interaction). (3) The miRNA is mmu-miR-125a-3p with sequence ACAGGUGAGGUUCUUGGGAGCC. The protein sequence of the target gene is MEKMSRQLPLNPTFIPPPYGVLRSLLENPLKLPLHPEDAFSKEKDKGKKLDDESSSPTVPQSAFLGPTLWDKTLPYDGDTFQLEYMDLEEFLSENGIPPSPSQHDHSPHPPGLQPASSTAPSVMDLSSRATAPLHPGIPSPNCMQSPIRPGQLLPANRNTPSPIDPDTIQVPVGYEPDPADLALSSIPGQEMFDPRKRKFSEEELKPQPMIKKARKVFIPDDLKDDKYWARRRKNNMAAKRSRDARRLKENQIAIRASFLEKENSALRQEVADLRKELGKCKNILAKYEARHGPL. Result: 0 (no interaction). (4) The protein sequence of the target gene is MAAAVRQDLAQLMNSSGSHKDLAGKYRQILEKAIQLSGAEQLEALKAFVEAMVNENVSLVISRQLLTDFCTHLPNLPDSTAKEIYHFTLEKIQPRVISFEEQVASIRQHLASIYEKEEDWRNAAQVLVGIPLETGQKQYNVDYKLETYLKIARLYLEDDDPVQAEAYINRASLLQNESTNEQLQIHYKVCYARVLDYRRKFIEAAQRYNELSYKTIVHESERLEALKHALHCTILASAGQQRSRMLATLFKDERCQQLAAYGILEKMYLDRIIRGNQLQEFAAMLMPHQKATTADGSSIL.... Result: 1 (interaction). The miRNA is hsa-miR-136-3p with sequence CAUCAUCGUCUCAAAUGAGUCU. (5) The miRNA is hsa-miR-1224-3p with sequence CCCCACCUCCUCUCUCCUCAG. The protein sequence of the target gene is MNTEMYQTPMEVAVYQLHNFSISFFSSLLGGDVVSVKLDNSASGASVVAIDNKIEQAMDLVKNHLMYAVREEVEILKEQIRELVEKNSQLERENTLLKTLASPEQLEKFQSCLSPEEPAPESPQVPEAPGGSAV. Result: 0 (no interaction). (6) The miRNA is mmu-miR-1953 with sequence UGGGAAAGUUCUCAGGCUUCUG. The protein sequence of the target gene is MSSSVRRKGKPGKGGGKGSSRGGRGGRSHASKSHGSGGGGGGGGGGGGGNRKASSRIWDDGDDFCIFSESRRPSRPSNSNISKGESRPKWKPKAKVPLQTLHMTSENQEKVKALLRDLQEQDADAGSERGLSGEEEDDEPDCCNDERYWPAGQEPSLVPDLDPLEYAGLASVEPYVPEFTVSPFAVQKLSRYGFNTERCQAVLRMCDGDVGASLEHLLTQCFSETFGERMKISEAVNQISLDECMEQRQEEAFALKSICGEKFIERIQNRVWTIGLELEYLTSRFRKSKPKESTKNVQEN.... Result: 0 (no interaction). (7) The miRNA is hsa-miR-424-5p with sequence CAGCAGCAAUUCAUGUUUUGAA. The protein sequence of the target gene is MVEEVQKHSVHTLVFRSLKRTHDMFVADNGKPVPLDEESHKRKMAIKLRNEYGPVLHMPTSKENLKEKGPQNATDSYVHKQYPANQGQEVEYFVAGTHPYPPGPGVALTADTKIQRMPSESAAQSLAVALPLQTKADANRTAPSGSEYRHPGASDRPQPTAMNSIVMETGNTKNSALMAKKAPTMPKPQWHPPWKLYRVISGHLGWVRCIAVEPGNQWFVTGSADRTIKIWDLASGKLKLSLTGHISTVRGVIVSTRSPYLFSCGEDKQVKCWDLEYNKVIRHYHGHLSAVYGLDLHPTI.... Result: 1 (interaction). (8) The miRNA is hsa-miR-21-5p with sequence UAGCUUAUCAGACUGAUGUUGA. The protein sequence of the target gene is MAAPRPPPARLSGVMVPAPIQDLEALRALTALFKEQRNRETAPRTIFQRVLDILKKSSHAVELACRDPSQVENLASSLQLITECFRCLRNACIECSVNQNSIRNLDTIGVAVDLILLFRELRVEQESLLTAFRCGLQFLGNIASRNEDSQSIVWVHAFPELFLSCLNHPDKKIVAYSSMILFTSLNHERMKELEENLNIAIDVIDAYQKHPESEWPFLIITDLFLKSPELVQAMFPKLNNQERVTLLDLMIAKITSDEPLTKDDIPVFLRHAELIASTFVDQCKTVLKLASEEPPDDEEA.... Result: 1 (interaction).